Dataset: CYP2C9 substrate classification data from Carbon-Mangels et al.. Task: Regression/Classification. Given a drug SMILES string, predict its absorption, distribution, metabolism, or excretion properties. Task type varies by dataset: regression for continuous measurements (e.g., permeability, clearance, half-life) or binary classification for categorical outcomes (e.g., BBB penetration, CYP inhibition). Dataset: cyp2c9_substrate_carbonmangels. (1) The molecule is CCN(CC)CCS(=O)(=O)[C@@H]1CCN2C(=O)c3coc(n3)CC(=O)C[C@H](O)C=C(C)C=CCNC(=O)C=C[C@@H](C)[C@@H](C(C)C)OC(=O)[C@@H]12. The result is 0 (non-substrate). (2) The drug is COCc1c(C(=O)OC(C)C)ncc2[nH]c3ccc(OCc4ccccc4)cc3c12. The result is 0 (non-substrate). (3) The result is 1 (substrate). The molecule is CN(C/C=C/C#CC(C)(C)C)Cc1cccc2ccccc12. (4) The compound is CCOC(=O)[C@H](CCc1ccccc1)N[C@@H](C)C(=O)N(CC(=O)O)C1Cc2ccccc2C1. The result is 0 (non-substrate). (5) The compound is C=CCc1ccccc1OC[C@@H](O)CNC(C)C. The result is 0 (non-substrate). (6) The molecule is C[C@@H]1CC[C@H]2[C@@H](C)[C@@H](OC(=O)CCC(=O)O)O[C@@H]3O[C@@]4(C)CC[C@@H]1[C@@]23OO4. The result is 0 (non-substrate). (7) The compound is COc1ccc(CN(CCN(C)C)c2ccccn2)cc1. The result is 0 (non-substrate). (8) The drug is Cc1cccc(C)c1OCC(=O)N[C@@H](Cc1ccccc1)[C@@H](O)C[C@H](Cc1ccccc1)NC(=O)[C@H](C(C)C)N1CCCNC1=O. The result is 0 (non-substrate). (9) The drug is O=C(O)c1cn(C2CC2)c2cc(N3CCNCC3)c(F)cc2c1=O. The result is 0 (non-substrate).